Dataset: Reaction yield outcomes from USPTO patents with 853,638 reactions. Task: Predict the reaction yield, written as a fraction of the theoretical maximum amount of product (1.0 means a 100% yield; for example, 0.34 means a 34% yield). (1) The reactants are [CH3:1][O:2][C:3](=[O:12])[CH:4]([C:6]1[CH:11]=[CH:10][CH:9]=[CH:8][CH:7]=1)Br.CCN(CC)CC.[N:20]1[CH:25]=[CH:24][CH:23]=[CH:22][C:21]=1[N:26]1[CH2:31][CH2:30][NH:29][CH2:28][CH2:27]1. The catalyst is O1CCCC1. The product is [CH3:1][O:2][C:3](=[O:12])[CH:4]([C:6]1[CH:11]=[CH:10][CH:9]=[CH:8][CH:7]=1)[N:29]1[CH2:30][CH2:31][N:26]([C:21]2[CH:22]=[CH:23][CH:24]=[CH:25][N:20]=2)[CH2:27][CH2:28]1. The yield is 1.00. (2) The reactants are [Cl:1][CH2:2][CH2:3][CH2:4][CH2:5][CH2:6][CH2:7][C:8]#[C:9][CH:10](OCC)[O:11]CC.O. The catalyst is C1(C)C=CC(S(O)(=O)=O)=CC=1.O1CCCC1. The product is [Cl:1][CH2:2][CH2:3][CH2:4][CH2:5][CH2:6][CH2:7][C:8]#[C:9][CH:10]=[O:11]. The yield is 0.969. (3) The reactants are Br[C:2]1[CH:11]=[C:10]2[C:5]([CH:6]=[CH:7][C:8]([C:12]([O:14]C)=[O:13])=[N:9]2)=[CH:4][CH:3]=1.C([O-])([O-])=O.[Cs+].[Cs+].[NH:22]1[CH2:26][CH2:25][CH2:24][CH2:23]1.Cl. The catalyst is CC(O)(C)C.CCOC(C)=O.C1(P(C2CCCCC2)C2C=CC=CC=2C2C(OC(C)C)=CC=CC=2OC(C)C)CCCCC1.NC1C=CC=CC=1C1C=CC=CC=1[Pd]Cl. The product is [N:22]1([C:2]2[CH:11]=[C:10]3[C:5]([CH:6]=[CH:7][C:8]([C:12]([OH:14])=[O:13])=[N:9]3)=[CH:4][CH:3]=2)[CH2:26][CH2:25][CH2:24][CH2:23]1. The yield is 0.860. (4) The reactants are [CH3:1][C:2]1[S:6][CH:5]=[N:4][C:3]=1[CH2:7][OH:8].N1C=CN=C1.[C:14]([Si:18]([CH3:21])([CH3:20])Cl)([CH3:17])([CH3:16])[CH3:15].CCOC(C)=O.C(Cl)Cl. The catalyst is CN(C=O)C. The product is [Si:18]([O:8][CH2:7][C:3]1[N:4]=[CH:5][S:6][C:2]=1[CH3:1])([C:14]([CH3:17])([CH3:16])[CH3:15])([CH3:21])[CH3:20]. The yield is 0.694.